From a dataset of Forward reaction prediction with 1.9M reactions from USPTO patents (1976-2016). Predict the product of the given reaction. (1) Given the reactants [F:1][C:2]1([F:27])[CH2:26][CH2:25][C:5]2([CH2:9][N:8](C(OCC3C=CC=CC=3)=O)[C@H:7]([C:20]([O:22][CH2:23][CH3:24])=[O:21])[CH2:6]2)[CH2:4][CH2:3]1, predict the reaction product. The product is: [F:27][C:2]1([F:1])[CH2:26][CH2:25][C:5]2([CH2:9][NH:8][C@H:7]([C:20]([O:22][CH2:23][CH3:24])=[O:21])[CH2:6]2)[CH2:4][CH2:3]1. (2) Given the reactants [CH2:1]([C:3]1[C:12]([C:13]2[CH:18]=[CH:17][CH:16]=[CH:15][N:14]=2)=[C:11]([C:19]([O:21][CH3:22])=[O:20])[C:10]2[C:5](=[CH:6][CH:7]=[C:8]([F:23])[CH:9]=2)[N:4]=1)[CH3:2].[NH2:24][C:25]1[N:30]=[CH:29][N:28]=[C:27]([NH:31]C(C2C(C3C=CC=CC=3)=C(C(OC)=O)C3C(=CC=C(F)C=3)N=2)C)[C:26]=1[C:55]#[N:56], predict the reaction product. The product is: [NH2:24][C:25]1[N:30]=[CH:29][N:28]=[C:27]([NH:31][CH:1]([C:3]2[C:12]([C:13]3[CH:18]=[CH:17][CH:16]=[CH:15][N:14]=3)=[C:11]([C:19]([O:21][CH3:22])=[O:20])[C:10]3[C:5](=[CH:6][CH:7]=[C:8]([F:23])[CH:9]=3)[N:4]=2)[CH3:2])[C:26]=1[C:55]#[N:56].